This data is from Full USPTO retrosynthesis dataset with 1.9M reactions from patents (1976-2016). The task is: Predict the reactants needed to synthesize the given product. Given the product [F:1][C:2]1[C:3]([NH:22][C:23]2[CH:28]=[CH:27][C:26]([I:29])=[CH:25][C:24]=2[F:30])=[C:4]([C:9]([N:11]2[CH2:12][C:13]([C:16]([CH3:21])([CH3:20])[CH2:17][OH:18])([OH:15])[CH2:14]2)=[O:10])[CH:5]=[CH:6][C:7]=1[F:8], predict the reactants needed to synthesize it. The reactants are: [F:1][C:2]1[C:3]([NH:22][C:23]2[CH:28]=[CH:27][C:26]([I:29])=[CH:25][C:24]=2[F:30])=[C:4]([C:9]([N:11]2[CH2:14][C:13]([C:16]([CH3:21])([CH3:20])[C:17](O)=[O:18])([OH:15])[CH2:12]2)=[O:10])[CH:5]=[CH:6][C:7]=1[F:8].C(N(CC)CC)C.C1CN([P+](ON2N=NC3C=CC=CC2=3)(N2CCCC2)N2CCCC2)CC1.F[P-](F)(F)(F)(F)F.[BH4-].[Na+].